Dataset: Forward reaction prediction with 1.9M reactions from USPTO patents (1976-2016). Task: Predict the product of the given reaction. (1) The product is: [CH3:29][C:17]1[CH:16]=[C:15]([NH:14][C:12]2[N:11]=[CH:10][N:9]=[C:8]3[NH:7][N:6]=[C:5]([O:4][CH2:3][CH2:2][N:30]4[CH2:35][CH2:34][O:33][CH2:32][CH2:31]4)[C:13]=23)[CH:20]=[CH:19][C:18]=1[O:21][CH2:22][C:23]1[CH:28]=[CH:27][CH:26]=[CH:25][N:24]=1. Given the reactants Cl[CH2:2][CH2:3][O:4][C:5]1[C:13]2[C:8](=[N:9][CH:10]=[N:11][C:12]=2[NH:14][C:15]2[CH:20]=[CH:19][C:18]([O:21][CH2:22][C:23]3[CH:28]=[CH:27][CH:26]=[CH:25][N:24]=3)=[C:17]([CH3:29])[CH:16]=2)[NH:7][N:6]=1.[NH:30]1[CH2:35][CH2:34][O:33][CH2:32][CH2:31]1, predict the reaction product. (2) Given the reactants Br[C:2]1[N:7]=[CH:6][C:5]([CH2:8][N:9]2[C:18]3[C:13](=[CH:14][CH:15]=[CH:16][C:17]=3[Cl:19])[C:12](=[O:20])[C:11]([C:21]([O:23][CH2:24][CH3:25])=[O:22])=[N:10]2)=[CH:4][CH:3]=1.[CH3:26][C:27]1[N:32]=[CH:31][C:30](B(O)O)=[CH:29][CH:28]=1.C(=O)([O-])[O-].[Cs+].[Cs+], predict the reaction product. The product is: [Cl:19][C:17]1[CH:16]=[CH:15][CH:14]=[C:13]2[C:18]=1[N:9]([CH2:8][C:5]1[CH:4]=[CH:3][C:2]([C:30]3[CH:31]=[N:32][C:27]([CH3:26])=[CH:28][CH:29]=3)=[N:7][CH:6]=1)[N:10]=[C:11]([C:21]([O:23][CH2:24][CH3:25])=[O:22])[C:12]2=[O:20].